Dataset: Catalyst prediction with 721,799 reactions and 888 catalyst types from USPTO. Task: Predict which catalyst facilitates the given reaction. (1) Reactant: [Cl:1][C:2]1[C:3]([F:31])=[C:4]([CH:8]2[C:12]([C:15]3[CH:20]=[CH:19][C:18]([Cl:21])=[CH:17][C:16]=3[F:22])([C:13]#[N:14])[CH:11]([CH2:23][C:24]([CH3:27])([CH3:26])[CH3:25])[NH:10][CH:9]2[C:28]([OH:30])=O)[CH:5]=[CH:6][CH:7]=1.CN(C(ON1N=NC2C=CC=NC1=2)=[N+](C)C)C.F[P-](F)(F)(F)(F)F.CCN(C(C)C)C(C)C.[NH2:65][C:66]1[CH:74]=[CH:73][C:69]([C:70]([NH2:72])=[O:71])=[CH:68][CH:67]=1. Product: [C:70]([C:69]1[CH:73]=[CH:74][C:66]([NH:65][C:28]([CH:9]2[CH:8]([C:4]3[CH:5]=[CH:6][CH:7]=[C:2]([Cl:1])[C:3]=3[F:31])[C:12]([C:15]3[CH:20]=[CH:19][C:18]([Cl:21])=[CH:17][C:16]=3[F:22])([C:13]#[N:14])[CH:11]([CH2:23][C:24]([CH3:26])([CH3:25])[CH3:27])[NH:10]2)=[O:30])=[CH:67][CH:68]=1)(=[O:71])[NH2:72]. The catalyst class is: 2. (2) Reactant: [F:1][C:2]1[CH:3]=[CH:4][C:5]([C:8]2[C:12]([CH2:13][O:14][C:15]3[CH:16]=[CH:17][C:18]([C:21]([OH:23])=O)=[N:19][CH:20]=3)=[C:11]([CH3:24])[O:10][N:9]=2)=[N:6][CH:7]=1.F[B-](F)(F)F.[N:30]1(OC(N(C)C)=[N+](C)C)[C:34]2[CH:35]=CC=C[C:33]=2N=N1.C(N(CC)C(C)C)(C)C.C(N)(C)C. Product: [CH:34]([NH:30][C:21]([C:18]1[CH:17]=[CH:16][C:15]([O:14][CH2:13][C:12]2[C:8]([C:5]3[CH:4]=[CH:3][C:2]([F:1])=[CH:7][N:6]=3)=[N:9][O:10][C:11]=2[CH3:24])=[CH:20][N:19]=1)=[O:23])([CH3:35])[CH3:33]. The catalyst class is: 3.